From a dataset of Reaction yield outcomes from USPTO patents with 853,638 reactions. Predict the reaction yield, written as a fraction of the theoretical maximum amount of product (1.0 means a 100% yield; for example, 0.34 means a 34% yield). (1) The reactants are [CH2:1]([O:8][C:9]1[C:24](=[O:25])[N:13]2[CH2:14][CH2:15][O:16][CH2:17][C:18]3([CH2:23][CH2:22][O:21][CH2:20][CH2:19]3)[C:12]2=[N:11][C:10]=1[C:26](O)=[O:27])[C:2]1[CH:7]=[CH:6][CH:5]=[CH:4][CH:3]=1.[NH2:29][CH2:30][C:31]1[CH:36]=[CH:35][C:34]([F:37])=[CH:33][C:32]=1[N:38]1[C:42](=[O:43])[N:41]([CH3:44])[CH:40]=[N:39]1.C(N(C(C)C)CC)(C)C.N1(OC(N(C)C)=[N+](C)C)C2N=CC=CC=2N=N1.Cl. The catalyst is CC#N. The product is [CH2:1]([O:8][C:9]1[C:24](=[O:25])[N:13]2[CH2:14][CH2:15][O:16][CH2:17][C:18]3([CH2:19][CH2:20][O:21][CH2:22][CH2:23]3)[C:12]2=[N:11][C:10]=1[C:26]([NH:29][CH2:30][C:31]1[CH:36]=[CH:35][C:34]([F:37])=[CH:33][C:32]=1[N:38]1[C:42](=[O:43])[N:41]([CH3:44])[CH:40]=[N:39]1)=[O:27])[C:2]1[CH:3]=[CH:4][CH:5]=[CH:6][CH:7]=1. The yield is 0.770. (2) The reactants are Cl[C:2]1[N:3]=[N:4][C:5]([Cl:10])=[CH:6][C:7]=1[C:8]#[N:9].O.[NH2:12][NH2:13]. The catalyst is CO. The product is [Cl:10][C:5]1[CH:6]=[C:7]2[C:8]([NH2:9])=[N:4][NH:3][C:2]2=[N:12][N:13]=1. The yield is 0.920. (3) The reactants are [NH2:1][C:2]1[CH:6]=[C:5]([C:7]([CH3:10])([CH3:9])[CH3:8])[NH:4][C:3]=1[C:11]([O:13][CH3:14])=[O:12].[Cl:15][C:16]1[C:21]([Cl:22])=[CH:20][CH:19]=[CH:18][C:17]=1[N:23]=[C:24]=[O:25]. The catalyst is C(Cl)Cl. The product is [C:11]([C:3]1[NH:4][C:5]([C:7]([CH3:10])([CH3:8])[CH3:9])=[CH:6][C:2]=1[NH:1][C:24]([NH:23][C:17]1[CH:18]=[CH:19][CH:20]=[C:21]([Cl:22])[C:16]=1[Cl:15])=[O:25])([O:13][CH3:14])=[O:12]. The yield is 0.670. (4) The reactants are Cl.[CH3:2][O:3][C:4]1[C:9]2[N:10]=[C:11]([NH:13][C:14]([N:16]3[CH2:21][CH2:20][O:19][CH2:18][CH2:17]3)=[O:15])[S:12][C:8]=2[C:7]([C:22]2[CH2:23][CH2:24][NH:25][CH2:26][CH:27]=2)=[CH:6][CH:5]=1.C(N(CC)CC)C.[C:35](OC(=O)C)(=[O:37])[CH3:36].C(=O)(O)[O-].[Na+]. The catalyst is C1COCC1.O. The product is [C:35]([N:25]1[CH2:24][CH:23]=[C:22]([C:7]2[C:8]3[S:12][C:11]([NH:13][C:14]([N:16]4[CH2:17][CH2:18][O:19][CH2:20][CH2:21]4)=[O:15])=[N:10][C:9]=3[C:4]([O:3][CH3:2])=[CH:5][CH:6]=2)[CH2:27][CH2:26]1)(=[O:37])[CH3:36]. The yield is 0.760. (5) The reactants are [CH3:1][O:2][CH2:3][CH2:4][O:5][C:6]1[C:15]([CH3:16])=[C:14]2[C:9]([CH:10]=[CH:11][C:12]([CH3:17])=[N:13]2)=[CH:8][CH:7]=1.[Se](=O)=[O:19]. The catalyst is O1CCOCC1.O. The product is [CH3:1][O:2][CH2:3][CH2:4][O:5][C:6]1[C:15]([CH3:16])=[C:14]2[C:9]([CH:10]=[CH:11][C:12]([CH:17]=[O:19])=[N:13]2)=[CH:8][CH:7]=1. The yield is 0.700. (6) The reactants are [CH2:1]([C:3]1[CH:9]=[CH:8][C:7]([N+:10]([O-:12])=[O:11])=[CH:6][C:4]=1[NH2:5])[CH3:2].N1C=CC=CC=1.[CH3:19][S:20](Cl)(=[O:22])=[O:21]. The product is [CH2:1]([C:3]1[CH:9]=[CH:8][C:7]([N+:10]([O-:12])=[O:11])=[CH:6][C:4]=1[NH:5][S:20]([CH3:19])(=[O:22])=[O:21])[CH3:2]. The catalyst is C(Cl)Cl. The yield is 0.990.